Task: Binary Classification. Given a miRNA mature sequence and a target amino acid sequence, predict their likelihood of interaction.. Dataset: Experimentally validated miRNA-target interactions with 360,000+ pairs, plus equal number of negative samples (1) The miRNA is mmu-miR-486b-3p with sequence CGGGGCAGCUCAGUACAGGA. The protein sequence of the target gene is MNEEGGYLGAMTYQCLYSPVMEKIKQQHRDDPRASLALNKLHTALTTCEQASPSFLYDFTKVLLDDSELSVNLQESYLRMHDTSPTNDLIVSGYEQNADYKELTKRAIELRRVLSRVPEEMSDRHAFLETIKLIASSIKKLLEAINAVYRIVPLTAQPAVEKRKREFVHYSKRFSNTLKTYFKDQNANQVSVSANQLVFQTTMIVRTINEKLRRG. Result: 0 (no interaction). (2) The miRNA is hsa-miR-3065-5p with sequence UCAACAAAAUCACUGAUGCUGGA. The protein sequence of the target gene is MGAVWSALLVGGGLAGALILWLLRGDSGAPGKDGVAEPPQKGAPPGEAAAPGDGPGGGGSGGLSPEPSDRELVSKAEHLRESNGHLISESKDLGNLPEAQRLQNVGADWVNAREFVPVGKIPDTHSRADSEAARNQSPGSHGGEWRLPKGQETAVKVAGSVAAKLPSSSLLVDRAKAVSQDQAGHEDWEVVSRHSSWGSVGLGGSLEASRLSLNQRMDDSTNSLVGGRGWEVDGKVASLKPQQVSIQFQVHYTTNTDVQFIAVTGDHESLGRWNTYIPLHYCKDGLWSHSVFLPADTVVE.... Result: 0 (no interaction). (3) The miRNA is mmu-miR-487b-3p with sequence AAUCGUACAGGGUCAUCCACUU. The protein sequence of the target gene is MHQIYSCSDENIEVFTTVIPSKVSSSSRRRVKSSHHLLAKNVVIESDLYPPPRPLELLPQRCERRDTGDRRWLQTGRLQTARPPGAHPTKTPSRPVGISEPKTSNLCGNRAYGKSLIPPVARISVKAPAGAEVAAKGSEHGAVLGRGSRHLKKIAEEYPALPQGAEASLPLTGSTSCGVPGILRKMWTRHKKKSEYVGATNSAFEAD. Result: 0 (no interaction). (4) The miRNA is mmu-miR-466p-5p with sequence UAUGUGUGUGUACAUGUACAU. The protein sequence of the target gene is MASKPEKRVASSVFITLAPPRRDVAVSEEVGQAACEARRARPWEMLPTKTPGAAVGRSPKTWTPSGKTNASLSGVTPQLSNGGCSLPPPSLNEEDLDLPPPPPPPSAYLPLPEEEPPVLPGKSLISDLEQLHLPPPPPPPPPQAPSKGSSVHPPPGHAIPSEEELPPPPEEPVTLPEREVSTDVCGFCHKPVSPRELAVEAMKRQYHAQCFTCRTCRRQLAGQRFYQKDGRPLCEPCYQDTLEKCGKCGEVVQEHVIRALGKAFHPPCFTCVTCARCISDESFALDSQNQVYCVADFYRK.... Result: 1 (interaction). (5) The miRNA is hsa-miR-548av-5p with sequence AAAAGUACUUGCGGAUUU. The protein sequence of the target gene is MAELGEADEAELQRLVAAEQQKAQFTAQVHHFMELCWDKCVEKPGNRLDSRTENCLSSCVDRFIDTTLAITSRFAQIVQKGGQ. Result: 0 (no interaction). (6) The miRNA is mmu-miR-1191b-3p with sequence AGACUCACUAUGUAGCCCAAGC. The protein sequence of the target gene is MKMLLLLCLGLTLVCVHAEEASSTGRNFNVEKINGEWHTIILASDKREKIEEHGNFRLFLEQIHVLENSLVLKVHTVRDEECSELSMVADKTEKAGEYSVTYDGFNTFTIPKTDYDNFLMAHLINEKDGETFQLMGLYGREPDLSSDIKERFAQLCEEHGILRENIIDLSNANRCLQARE. Result: 0 (no interaction). (7) Result: 1 (interaction). The miRNA is mmu-miR-3473c with sequence UCUCUCCAGCCCCCAUAAUAAG. The protein sequence of the target gene is MEGCRETEVTNGSNGGLEFNPMKEYMILSSGQQIAVAVLCTLMGLLSALENMAVLYIILSSRRLRRKPSYLFISSLAGADFLASVIFACNFVIFHVFHGVDSNAIFLLKIGSVTMTFTASVGSLLLTAVDRYLCLCYPPTYKALVTRGRALVALCVMWVLSALISYLPLMGWTCCPSPCSELFPLIPNDYLLGWLLFIAILFSGIIYTYGYVLWKAHRHVATLAEHQDRQVPGIARMRLDVRLAKTLGLVLAVLLICWFPALALMGHSLVTTLSDQVKEAFAFCSMLCLVNSMVNPIIYA....